Dataset: Reaction yield outcomes from USPTO patents with 853,638 reactions. Task: Predict the reaction yield, written as a fraction of the theoretical maximum amount of product (1.0 means a 100% yield; for example, 0.34 means a 34% yield). (1) The reactants are [Cl:1][C:2]1[CH:7]=[C:6]([Cl:8])[CH:5]=[CH:4][C:3]=1[CH:9]([F:12])[C:10]#[N:11].Cl.[OH-].[Na+]. The catalyst is C1COCC1. The product is [Cl:1][C:2]1[CH:7]=[C:6]([Cl:8])[CH:5]=[CH:4][C:3]=1[CH:9]([F:12])[CH2:10][NH2:11]. The yield is 0.809. (2) The reactants are [Br:1][C:2]1[CH:3]=[C:4]([NH:10][C:11]2[N:16]=[CH:15][C:14]([N:17]3[CH2:22][CH2:21][N:20](C(OC(C)(C)C)=O)[CH2:19][C:18]3([CH3:31])[CH3:30])=[CH:13][CH:12]=2)[C:5](=[O:9])[N:6]([CH3:8])[CH:7]=1.Cl. The catalyst is ClCCl.C(OCC)C. The product is [Br:1][C:2]1[CH:3]=[C:4]([NH:10][C:11]2[CH:12]=[CH:13][C:14]([N:17]3[CH2:22][CH2:21][NH:20][CH2:19][C:18]3([CH3:31])[CH3:30])=[CH:15][N:16]=2)[C:5](=[O:9])[N:6]([CH3:8])[CH:7]=1. The yield is 0.950. (3) The reactants are [NH2:1][C:2]1[C:10]2[N:9]=[CH:8][N:7]([C:11]([O:13][C:14]([CH3:17])([CH3:16])[CH3:15])=[O:12])[C:6]=2[CH:5]=[C:4]([Br:18])[CH:3]=1.[F:19][C:20]([F:25])([F:24])[CH2:21][CH:22]=O.C(O[BH-](OC(=O)C)OC(=O)C)(=O)C.[Na+].C(O)(=O)C. The catalyst is ClCCCl.C(Cl)Cl.O. The product is [Br:18][C:4]1[CH:3]=[C:2]([NH:1][CH2:22][CH2:21][C:20]([F:25])([F:24])[F:19])[C:10]2[N:9]=[CH:8][N:7]([C:11]([O:13][C:14]([CH3:15])([CH3:17])[CH3:16])=[O:12])[C:6]=2[CH:5]=1. The yield is 0.818. (4) The reactants are [Li]CCCC.[CH3:6][C:7]1[O:8][CH:9]=[CH:10][CH:11]=1.[CH2:12](Br)[C:13]1[CH:18]=[CH:17][CH:16]=[CH:15][CH:14]=1.[O-2].[Al+3].[O-2].[O-2].[Al+3].[NH4+].[Cl-]. The catalyst is C1COCC1. The product is [CH3:6][C:7]1[O:8][C:9]([CH2:12][C:13]2[CH:18]=[CH:17][CH:16]=[CH:15][CH:14]=2)=[CH:10][CH:11]=1. The yield is 0.460. (5) The reactants are [CH2:1]([C:3]1[O:7][C:6]([C:8]([O:10][CH3:11])=[O:9])=[CH:5][CH:4]=1)[CH3:2].[Cl-].[Cl-].[Cl-].[Al+3].[Br:16]Br. The catalyst is C(Cl)(Cl)Cl. The product is [Br:16][C:4]1[CH:5]=[C:6]([C:8]([O:10][CH3:11])=[O:9])[O:7][C:3]=1[CH2:1][CH3:2]. The yield is 0.418. (6) The reactants are [CH3:1][N:2]1[C:6]2[S:7][CH:8]=[CH:9][C:5]=2[C:4]([CH3:10])=[N:3]1.C([Li])CCC.[CH2:16]([Sn:20]([CH2:26][CH2:27][CH2:28][CH3:29])([CH2:22][CH2:23][CH2:24][CH3:25])Cl)[CH2:17][CH2:18][CH3:19]. The catalyst is C1COCC1. The product is [CH3:1][N:2]1[C:6]2[S:7][C:8]([Sn:20]([CH2:22][CH2:23][CH2:24][CH3:25])([CH2:26][CH2:27][CH2:28][CH3:29])[CH2:16][CH2:17][CH2:18][CH3:19])=[CH:9][C:5]=2[C:4]([CH3:10])=[N:3]1. The yield is 0.550. (7) The reactants are [CH3:1][NH:2][NH2:3].[F:4][C:5]([F:16])([F:15])[C:6](=O)[CH:7]([CH3:13])[C:8](OCC)=[O:9].Cl. The catalyst is C(O)C. The product is [CH3:1][N:2]1[C:8]([OH:9])=[C:7]([CH3:13])[C:6]([C:5]([F:16])([F:15])[F:4])=[N:3]1. The yield is 0.746. (8) The reactants are [Cl:1][C:2]1[C:3]([F:11])=[C:4]([CH:8]=[CH:9][N:10]=1)[C:5](Cl)=[O:6].[NH2:12][C:13]1[C:14]([Cl:36])=[C:15]([N:20]([CH2:27][C:28]2[CH:33]=[CH:32][C:31]([O:34][CH3:35])=[CH:30][CH:29]=2)[S:21]([CH2:24][CH2:25][CH3:26])(=[O:23])=[O:22])[CH:16]=[CH:17][C:18]=1[F:19]. The catalyst is C(Cl)(Cl)Cl. The product is [Cl:1][C:2]1[C:3]([F:11])=[C:4]([CH:8]=[CH:9][N:10]=1)[C:5]([NH:12][C:13]1[C:18]([F:19])=[CH:17][CH:16]=[C:15]([N:20]([CH2:27][C:28]2[CH:29]=[CH:30][C:31]([O:34][CH3:35])=[CH:32][CH:33]=2)[S:21]([CH2:24][CH2:25][CH3:26])(=[O:23])=[O:22])[C:14]=1[Cl:36])=[O:6]. The yield is 0.940.